Dataset: Forward reaction prediction with 1.9M reactions from USPTO patents (1976-2016). Task: Predict the product of the given reaction. (1) Given the reactants [F:1][CH2:2][C@H:3]1[CH2:8][CH2:7][C@H:6]([CH2:9]O)[CH2:5][CH2:4]1.C(Br)(Br)(Br)[Br:12].C1(P(C2C=CC=CC=2)C2C=CC=CC=2)C=CC=CC=1, predict the reaction product. The product is: [Br:12][CH2:9][C@H:6]1[CH2:7][CH2:8][C@H:3]([CH2:2][F:1])[CH2:4][CH2:5]1. (2) Given the reactants [CH2:1]([N:4](CC)[C:5]1[CH:10]=[CH:9][CH:8]=[CH:7][CH:6]=1)[CH:2]=C.C[N+]1([O-])CC[O:17]CC1.[CH3:21][C:22]([CH3:24])=[O:23].O, predict the reaction product. The product is: [CH2:1]([N:4]([C:5]1[CH:10]=[CH:9][CH:8]=[CH:7][CH:6]=1)[CH2:21][CH:22]([OH:23])[CH2:24][OH:17])[CH3:2]. (3) The product is: [C:1]([C:5]1[CH:9]=[C:8]([NH:10][C:11]([NH:13][C:14]2[CH:19]=[CH:18][C:17]([O:20][C:21]3[CH:26]=[CH:25][N:24]=[C:23]([C:27]4[CH:28]=[N:29][N:30]([CH3:32])[CH:31]=4)[CH:22]=3)=[CH:16][C:15]=2[F:33])=[O:12])[N:7]([C:34]2[CH:44]=[CH:43][CH:42]=[C:36]([CH2:37][OH:38])[CH:35]=2)[N:6]=1)([CH3:4])([CH3:2])[CH3:3]. Given the reactants [C:1]([C:5]1[CH:9]=[C:8]([NH:10][C:11]([NH:13][C:14]2[CH:19]=[CH:18][C:17]([O:20][C:21]3[CH:26]=[CH:25][N:24]=[C:23]([C:27]4[CH:28]=[N:29][N:30]([CH3:32])[CH:31]=4)[CH:22]=3)=[CH:16][C:15]=2[F:33])=[O:12])[N:7]([C:34]2[CH:35]=[C:36]([CH:42]=[CH:43][CH:44]=2)[C:37](OCC)=[O:38])[N:6]=1)([CH3:4])([CH3:3])[CH3:2].[H-].[H-].[H-].[H-].[Li+].[Al+3].C1COCC1, predict the reaction product. (4) Given the reactants Br[C:2]1[C:10]2[C:5](=[N:6][CH:7]=[C:8]([NH:11][C:12](=[O:21])[O:13][CH2:14][C:15]3[CH:20]=[CH:19][CH:18]=[CH:17][CH:16]=3)[CH:9]=2)[N:4]([S:22]([C:25]2[CH:31]=[CH:30][C:28]([CH3:29])=[CH:27][CH:26]=2)(=[O:24])=[O:23])[CH:3]=1.[B:32]1([B:32]2[O:36][C:35]([CH3:38])([CH3:37])[C:34]([CH3:40])([CH3:39])[O:33]2)[O:36][C:35]([CH3:38])([CH3:37])[C:34]([CH3:40])([CH3:39])[O:33]1.C([O-])(=O)C.[K+], predict the reaction product. The product is: [CH3:39][C:34]1([CH3:40])[C:35]([CH3:38])([CH3:37])[O:36][B:32]([C:2]2[C:10]3[C:5](=[N:6][CH:7]=[C:8]([NH:11][C:12](=[O:21])[O:13][CH2:14][C:15]4[CH:20]=[CH:19][CH:18]=[CH:17][CH:16]=4)[CH:9]=3)[N:4]([S:22]([C:25]3[CH:31]=[CH:30][C:28]([CH3:29])=[CH:27][CH:26]=3)(=[O:24])=[O:23])[CH:3]=2)[O:33]1. (5) Given the reactants [CH:1]1([N:6]2[CH2:12][C:11]([F:14])([F:13])[C:10](=[O:15])[N:9]([CH2:16][CH2:17][CH3:18])[C:8]3[CH:19]=[N:20][C:21]([NH:23][C:24]4[CH:32]=[CH:31][C:27]([C:28]([OH:30])=O)=[CH:26][C:25]=4[O:33][CH3:34])=[N:22][C:7]2=3)[CH2:5][CH2:4][CH2:3][CH2:2]1.F[P-](F)(F)(F)(F)F.[CH3:42][N:43](C(N(C)C)=[N+]1C2C(=NC=CC=2)[N+]([O-])=N1)C.C(N(C(C)C)CC)(C)C.CN, predict the reaction product. The product is: [CH:1]1([N:6]2[CH2:12][C:11]([F:14])([F:13])[C:10](=[O:15])[N:9]([CH2:16][CH2:17][CH3:18])[C:8]3[CH:19]=[N:20][C:21]([NH:23][C:24]4[CH:32]=[CH:31][C:27]([C:28]([NH:43][CH3:42])=[O:30])=[CH:26][C:25]=4[O:33][CH3:34])=[N:22][C:7]2=3)[CH2:2][CH2:3][CH2:4][CH2:5]1.